The task is: Predict which catalyst facilitates the given reaction.. This data is from Catalyst prediction with 721,799 reactions and 888 catalyst types from USPTO. (1) Reactant: C[O:2][CH:3]1[CH2:35][C:7]2[NH:8][C:9]([C:11]3[C:12]([CH3:34])=[CH:13][C:14]([CH3:33])=[C:15]([CH:32]=3)[C:16]([N:18]3[CH2:23][CH2:22][CH:21]([C:24]4[CH:31]=[CH:30][C:27]([C:28]#[N:29])=[CH:26][CH:25]=4)[CH2:20][CH2:19]3)=[O:17])=[N:10][C:6]=2[CH2:5][CH2:4]1.C(#N)C.Cl[Si](Cl)(Cl)Cl.[I-].[Na+]. Product: [OH:2][CH:3]1[CH2:35][C:7]2[NH:8][C:9]([C:11]3[C:12]([CH3:34])=[CH:13][C:14]([CH3:33])=[C:15]([CH:32]=3)[C:16]([N:18]3[CH2:19][CH2:20][CH:21]([C:24]4[CH:25]=[CH:26][C:27]([C:28]#[N:29])=[CH:30][CH:31]=4)[CH2:22][CH2:23]3)=[O:17])=[N:10][C:6]=2[CH2:5][CH2:4]1. The catalyst class is: 4. (2) Reactant: [Cl:1][C:2]1[CH:3]=[N:4][C:5]2[NH:6][C:7]3[CH:8]=[C:9]([C:26]([O:28]C)=[O:27])[CH:10]=[C:11]([CH:25]=3)[O:12][CH2:13][CH2:14][S:15][C:16]3[CH:24]=[C:20]([NH:21][C:22]=1[N:23]=2)[CH:19]=[CH:18][CH:17]=3.[OH-].[Na+]. Product: [Cl:1][C:2]1[CH:3]=[N:4][C:5]2[NH:6][C:7]3[CH:8]=[C:9]([C:26]([OH:28])=[O:27])[CH:10]=[C:11]([CH:25]=3)[O:12][CH2:13][CH2:14][S:15][C:16]3[CH:24]=[C:20]([NH:21][C:22]=1[N:23]=2)[CH:19]=[CH:18][CH:17]=3. The catalyst class is: 111. (3) The catalyst class is: 2. Product: [Cl:46][C:47]1[CH:48]=[C:49]([NH:54][C:55]([N:57]2[CH2:62][CH2:61][N:60]([CH2:24][C@@H:25]3[O:30][CH2:29][CH2:28][N:27]([C:31]([O:33][C:34]([CH3:35])([CH3:36])[CH3:37])=[O:32])[CH2:26]3)[CH2:59][CH2:58]2)=[O:56])[CH:50]=[CH:51][C:52]=1[Cl:53]. Reactant: CC(OI1(OC(C)=O)(OC(C)=O)OC(=O)C2C=CC=CC1=2)=O.O[CH2:24][C@@H:25]1[O:30][CH2:29][CH2:28][N:27]([C:31]([O:33][C:34]([CH3:37])([CH3:36])[CH3:35])=[O:32])[CH2:26]1.S([O-])([O-])(=O)=S.[Na+].[Na+].Cl.[Cl:46][C:47]1[CH:48]=[C:49]([NH:54][C:55]([N:57]2[CH2:62][CH2:61][NH:60][CH2:59][CH2:58]2)=[O:56])[CH:50]=[CH:51][C:52]=1[Cl:53].C(N(CC)C(C)C)(C)C.[BH-](OC(C)=O)(OC(C)=O)OC(C)=O.[Na+].[OH-].[Na+].